This data is from Full USPTO retrosynthesis dataset with 1.9M reactions from patents (1976-2016). The task is: Predict the reactants needed to synthesize the given product. (1) Given the product [NH2:23][C@H:10]1[C@H:9]([C:4]2[CH:5]=[CH:6][C:7]([Cl:8])=[C:2]([Cl:1])[CH:3]=2)[O:15][CH2:14][CH2:13][N:12]([C:16]([O:18][C:19]([CH3:22])([CH3:21])[CH3:20])=[O:17])[CH2:11]1, predict the reactants needed to synthesize it. The reactants are: [Cl:1][C:2]1[CH:3]=[C:4]([C@@H:9]2[O:15][CH2:14][CH2:13][N:12]([C:16]([O:18][C:19]([CH3:22])([CH3:21])[CH3:20])=[O:17])[CH2:11][C@H:10]2[NH:23]C(OCC[Si](C)(C)C)=O)[CH:5]=[CH:6][C:7]=1[Cl:8].[F-].C([N+](CCCC)(CCCC)CCCC)CCC. (2) Given the product [NH2:1][C:2]1[C:3]([C:9]([O:11][CH3:12])=[O:10])=[N:4][C:5]([C:21]2[CH2:26][CH2:25][NH:24][CH2:23][CH:22]=2)=[CH:6][N:7]=1, predict the reactants needed to synthesize it. The reactants are: [NH2:1][C:2]1[C:3]([C:9]([O:11][CH3:12])=[O:10])=[N:4][C:5](Br)=[CH:6][N:7]=1.CC1(C)C(C)(C)OB([C:21]2[CH2:22][CH2:23][N:24](C(OC(C)(C)C)=O)[CH2:25][CH:26]=2)O1.C([O-])([O-])=O.[Na+].[Na+].C1(P(C2C=CC=CC=2)C2C=CC=CC=2)C=CC=CC=1. (3) Given the product [C:23]([O:22][C:16]1[CH:15]=[C:14]2[C:19]([CH:20]=[C:11]([C:8]3[CH:7]=[CH:6][C:5]([O:4][C:1](=[O:3])[CH3:2])=[CH:10][CH:9]=3)[CH:12]([C:26]([F:27])([F:28])[F:29])[O:13]2)=[CH:18][CH:17]=1)(=[O:25])[CH3:24], predict the reactants needed to synthesize it. The reactants are: [C:1]([O:4][C:5]1[CH:10]=[CH:9][C:8]([CH:11]2[CH:20](O)[C:19]3[C:14](=[CH:15][C:16]([O:22][C:23](=[O:25])[CH3:24])=[CH:17][CH:18]=3)[O:13][CH:12]2[C:26]([F:29])([F:28])[F:27])=[CH:7][CH:6]=1)(=[O:3])[CH3:2].P(=O)(O)(O)O.C(=O)([O-])O.[Na+].